Predict the product of the given reaction. From a dataset of Forward reaction prediction with 1.9M reactions from USPTO patents (1976-2016). (1) The product is: [CH:17]1([CH2:23][NH:24][C:10](=[O:11])[C:9]2[CH:13]=[CH:14][C:15]([F:16])=[C:7]([F:6])[CH:8]=2)[CH2:22][CH2:21][CH2:20][CH2:19][CH2:18]1. Given the reactants C1COCC1.[F:6][C:7]1[CH:8]=[C:9]([CH:13]=[CH:14][C:15]=1[F:16])[C:10](Cl)=[O:11].[CH:17]1([CH2:23][NH2:24])[CH2:22][CH2:21][CH2:20][CH2:19][CH2:18]1.C(N(CC)CC)C, predict the reaction product. (2) Given the reactants [F:1][C:2]1[C:7]([F:8])=[CH:6][CH:5]=[CH:4][C:3]=1[C:9]1[N:17]=[C:12]2[CH:13]=[N:14][NH:15][CH:16]=[C:11]2[N:10]=1.Cl[CH2:19][C:20]1[CH:29]=[CH:28][C:27]2[C:22](=[CH:23][CH:24]=[CH:25][CH:26]=2)[CH:21]=1, predict the reaction product. The product is: [F:1][C:2]1[C:7]([F:8])=[CH:6][CH:5]=[CH:4][C:3]=1[C:9]1[N:17]=[C:12]2[CH:13]=[N:14][N:15]([CH2:19][C:20]3[CH:29]=[CH:28][C:27]4[C:22](=[CH:23][CH:24]=[CH:25][CH:26]=4)[CH:21]=3)[CH:16]=[C:11]2[N:10]=1. (3) The product is: [CH:7]([C:4]1[S:3][C:2]([NH:1][C:41](=[O:58])[C@H:42]([C:44]2[CH:45]=[CH:46][C:47]([NH:50][C:51](=[O:57])[O:52][C:53]([CH3:55])([CH3:54])[CH3:56])=[CH:48][CH:49]=2)[CH3:43])=[N:6][CH:5]=1)([CH3:9])[CH3:8]. Given the reactants [NH2:1][C:2]1[S:3][C:4]([CH:7]([CH3:9])[CH3:8])=[CH:5][N:6]=1.CCN(CC1C=CC=CC=1)CC.C=CC1C=CC=CC=1.C=CC1C=CC(C=C)=CC=1.Cl[C:41](=[O:58])[C@H:42]([C:44]1[CH:49]=[CH:48][C:47]([NH:50][C:51](=[O:57])[O:52][C:53]([CH3:56])([CH3:55])[CH3:54])=[CH:46][CH:45]=1)[CH3:43], predict the reaction product. (4) Given the reactants [Cl:1][C:2]1[CH:9]=[C:8](F)[CH:7]=[CH:6][C:3]=1[C:4]#[N:5].[NH2:11][C@@H:12]([CH2:16][C:17]([O:19][C:20]([CH3:23])([CH3:22])[CH3:21])=[O:18])[C:13]([OH:15])=[O:14].C([O-])(O)=O.[Na+], predict the reaction product. The product is: [Cl:1][C:2]1[CH:9]=[C:8]([NH:11][C@@H:12]([CH2:16][C:17]([O:19][C:20]([CH3:23])([CH3:22])[CH3:21])=[O:18])[C:13]([OH:15])=[O:14])[CH:7]=[CH:6][C:3]=1[C:4]#[N:5]. (5) Given the reactants I(C1C=CC=CC=1C(O)=O)(=O)=O.[CH2:13]([O:20][C:21]([N:23]1[CH2:28][CH:27]([O:29][Si:30]([CH:37]([CH3:39])[CH3:38])([CH:34]([CH3:36])[CH3:35])[CH:31]([CH3:33])[CH3:32])[CH:26]([C:40]2[CH:45]=[CH:44][C:43]([CH2:46][OH:47])=[CH:42][CH:41]=2)[CH:25]([O:48][CH2:49][C:50]2[CH:51]=[CH:52][C:53]3[O:58][CH2:57][CH2:56][N:55]([CH2:59][CH2:60][CH2:61][O:62][CH3:63])[C:54]=3[CH:64]=2)[CH2:24]1)=[O:22])[C:14]1[CH:19]=[CH:18][CH:17]=[CH:16][CH:15]=1.[OH-].[Na+], predict the reaction product. The product is: [CH2:13]([O:20][C:21]([N:23]1[CH2:28][CH:27]([O:29][Si:30]([CH:34]([CH3:36])[CH3:35])([CH:31]([CH3:33])[CH3:32])[CH:37]([CH3:39])[CH3:38])[CH:26]([C:40]2[CH:41]=[CH:42][C:43]([CH:46]=[O:47])=[CH:44][CH:45]=2)[CH:25]([O:48][CH2:49][C:50]2[CH:51]=[CH:52][C:53]3[O:58][CH2:57][CH2:56][N:55]([CH2:59][CH2:60][CH2:61][O:62][CH3:63])[C:54]=3[CH:64]=2)[CH2:24]1)=[O:22])[C:14]1[CH:19]=[CH:18][CH:17]=[CH:16][CH:15]=1. (6) The product is: [NH2:29][C:30]1[N:31]=[CH:32][C:33]([C:19]2[CH:20]=[CH:21][C:22]([O:23][CH3:24])=[C:17]([CH:18]=2)[CH2:16][NH:15][CH:12]2[CH2:13][CH2:14][CH:9]([N:8]([CH3:28])[C:1](=[O:2])[O:3][C:4]([CH3:7])([CH3:6])[CH3:5])[CH2:10][CH2:11]2)=[CH:34][CH:35]=1. Given the reactants [C:1]([N:8]([CH3:28])[CH:9]1[CH2:14][CH2:13][CH:12]([NH:15][CH2:16][C:17]2[CH:18]=[C:19](B(O)O)[CH:20]=[CH:21][C:22]=2[O:23][CH3:24])[CH2:11][CH2:10]1)([O:3][C:4]([CH3:7])([CH3:6])[CH3:5])=[O:2].[NH2:29][C:30]1[CH:35]=[CH:34][C:33](Br)=[CH:32][N:31]=1, predict the reaction product. (7) Given the reactants [Br:1][C:2]1[CH:22]=[CH:21][CH:20]=[CH:19][C:3]=1[CH2:4][N:5]1[C:13]2[C:12](=[O:14])[N:11]([CH3:15])[C:10](=[O:16])[N:9]([CH3:17])[C:8]=2[N:7]=[C:6]1Cl.[C:23]([O:27][C:28]([NH:30][C@@H:31]1[CH2:35][CH2:34][NH:33][CH2:32]1)=[O:29])([CH3:26])([CH3:25])[CH3:24], predict the reaction product. The product is: [C:23]([O:27][C:28](=[O:29])[NH:30][CH:31]1[CH2:35][CH2:34][N:33]([C:6]2[N:5]([CH2:4][C:3]3[CH:19]=[CH:20][CH:21]=[CH:22][C:2]=3[Br:1])[C:13]3[C:12](=[O:14])[N:11]([CH3:15])[C:10](=[O:16])[N:9]([CH3:17])[C:8]=3[N:7]=2)[CH2:32]1)([CH3:26])([CH3:24])[CH3:25]. (8) Given the reactants Br[C:2]1[CH:3]=[C:4]([C:7]2[CH:12]=[CH:11][CH:10]=[C:9]([O:13][CH3:14])[CH:8]=2)[S:5][CH:6]=1.[CH3:15][O:16][C:17]1[CH:18]=[C:19](B(O)O)[CH:20]=[CH:21][CH:22]=1, predict the reaction product. The product is: [CH3:14][O:13][C:9]1[CH:8]=[C:7]([C:4]2[S:5][CH:6]=[C:2]([C:21]3[CH:20]=[CH:19][CH:18]=[C:17]([O:16][CH3:15])[CH:22]=3)[CH:3]=2)[CH:12]=[CH:11][CH:10]=1.